Dataset: Reaction yield outcomes from USPTO patents with 853,638 reactions. Task: Predict the reaction yield, written as a fraction of the theoretical maximum amount of product (1.0 means a 100% yield; for example, 0.34 means a 34% yield). The product is [Cl:6][C:7]1[CH:8]=[C:9]([NH:10][C:11]2[C:16]([C:17]#[C:18][C:19]3[CH:20]=[CH:21][CH:22]=[C:23]([CH2:25][N:39]4[CH2:43][CH2:42][CH2:41][CH2:40]4)[N:24]=3)=[CH:15][N:14]=[CH:13][N:12]=2)[CH:27]=[CH:28][C:29]=1[O:30][CH2:31][C:32]1[CH:37]=[CH:36][CH:35]=[C:34]([F:38])[CH:33]=1. The reactants are CS(Cl)(=O)=O.[Cl:6][C:7]1[CH:8]=[C:9]([CH:27]=[CH:28][C:29]=1[O:30][CH2:31][C:32]1[CH:37]=[CH:36][CH:35]=[C:34]([F:38])[CH:33]=1)[NH:10][C:11]1[C:16]([C:17]#[C:18][C:19]2[N:24]=[C:23]([CH2:25]O)[CH:22]=[CH:21][CH:20]=2)=[CH:15][N:14]=[CH:13][N:12]=1.[NH:39]1[CH2:43][CH2:42][CH2:41][CH2:40]1.O. The catalyst is C(Cl)Cl. The yield is 0.530.